Dataset: Full USPTO retrosynthesis dataset with 1.9M reactions from patents (1976-2016). Task: Predict the reactants needed to synthesize the given product. (1) The reactants are: [C:1]1([C:7]2[C:15]3[C:10](=[N:11][CH:12]=[CH:13][CH:14]=3)[O:9][C:8]=2[C:16]2[CH:21]=[CH:20][C:19]([C:22]3([NH:26]C(=O)OC(C)(C)C)[CH2:25][CH2:24][CH2:23]3)=[CH:18][CH:17]=2)[CH:6]=[CH:5][CH:4]=[CH:3][CH:2]=1.C(O)(C(F)(F)F)=O. Given the product [C:1]1([C:7]2[C:15]3[C:10](=[N:11][CH:12]=[CH:13][CH:14]=3)[O:9][C:8]=2[C:16]2[CH:17]=[CH:18][C:19]([C:22]3([NH2:26])[CH2:25][CH2:24][CH2:23]3)=[CH:20][CH:21]=2)[CH:2]=[CH:3][CH:4]=[CH:5][CH:6]=1, predict the reactants needed to synthesize it. (2) Given the product [CH2:14]([O:4][C:3](=[O:5])[C:2](=[O:1])[CH2:6][CH2:7][C:8]([OH:10])=[O:9])[C:15]1[CH:20]=[CH:19][CH:18]=[CH:17][CH:16]=1, predict the reactants needed to synthesize it. The reactants are: [O:1]=[C:2]([CH2:6][CH2:7][C:8]([OH:10])=[O:9])[C:3]([OH:5])=[O:4].[H-].[Na+].[Na].[CH2:14](Br)[C:15]1[CH:20]=[CH:19][CH:18]=[CH:17][CH:16]=1. (3) Given the product [NH2:1][C:2]1[C:10]2[C:9]([C:11]3[CH:19]=[C:18]([OH:20])[C:14]4[CH2:15][CH2:16][O:17][C:13]=4[CH:12]=3)=[N:8][CH:7]=[N:6][C:5]=2[S:4][C:3]=1[C:28]([NH2:30])=[O:29], predict the reactants needed to synthesize it. The reactants are: [NH2:1][C:2]1[C:10]2[C:9]([C:11]3[CH:19]=[C:18]([O:20]CC4C=CC=CC=4)[C:14]4[CH2:15][CH2:16][O:17][C:13]=4[CH:12]=3)=[N:8][CH:7]=[N:6][C:5]=2[S:4][C:3]=1[C:28]([NH2:30])=[O:29].C1(SC)C=CC=CC=1. (4) The reactants are: CS([C:5]1[N:15]=[C:8]2[N:9]=[C:10]([CH3:14])[CH:11]=[C:12]([CH3:13])[N:7]2[N:6]=1)(=O)=O.[CH:16]1([CH2:21][CH2:22][CH2:23][OH:24])[CH2:20][CH2:19][CH2:18][CH2:17]1. Given the product [CH:16]1([CH2:21][CH2:22][CH2:23][O:24][C:5]2[N:15]=[C:8]3[N:9]=[C:10]([CH3:14])[CH:11]=[C:12]([CH3:13])[N:7]3[N:6]=2)[CH2:20][CH2:19][CH2:18][CH2:17]1, predict the reactants needed to synthesize it. (5) Given the product [O:45]1[CH2:50][CH2:49][O:48][CH2:47][CH:46]1[C:51]1[C:59]2[S:58][C:57]([NH:60][C:9](=[O:11])[CH2:8][CH2:7][N:3]3[CH2:4][CH2:5][CH2:6][C:2]3=[O:1])=[N:56][C:55]=2[C:54]([O:61][CH3:62])=[CH:53][CH:52]=1, predict the reactants needed to synthesize it. The reactants are: [O:1]=[C:2]1[CH2:6][CH2:5][CH2:4][N:3]1[CH2:7][CH2:8][C:9]([OH:11])=O.CN(C(ON1N=NC2C=CC=NC1=2)=[N+](C)C)C.F[P-](F)(F)(F)(F)F.C(N(C(C)C)C(C)C)C.[O:45]1[CH2:50][CH2:49][O:48][CH2:47][CH:46]1[C:51]1[C:59]2[S:58][C:57]([NH2:60])=[N:56][C:55]=2[C:54]([O:61][CH3:62])=[CH:53][CH:52]=1.